Regression. Given a peptide amino acid sequence and an MHC pseudo amino acid sequence, predict their binding affinity value. This is MHC class I binding data. From a dataset of Peptide-MHC class I binding affinity with 185,985 pairs from IEDB/IMGT. (1) The peptide sequence is EMRFAYICT. The MHC is HLA-A02:06 with pseudo-sequence HLA-A02:06. The binding affinity (normalized) is 0.446. (2) The peptide sequence is LILGLVLALV. The MHC is HLA-A02:06 with pseudo-sequence HLA-A02:06. The binding affinity (normalized) is 0.692. (3) The peptide sequence is KTDAGASTY. The MHC is HLA-B46:01 with pseudo-sequence HLA-B46:01. The binding affinity (normalized) is 0.0847.